This data is from Acute oral toxicity (LD50) regression data from Zhu et al.. The task is: Regression/Classification. Given a drug SMILES string, predict its toxicity properties. Task type varies by dataset: regression for continuous values (e.g., LD50, hERG inhibition percentage) or binary classification for toxic/non-toxic outcomes (e.g., AMES mutagenicity, cardiotoxicity, hepatotoxicity). Dataset: ld50_zhu. The drug is CCN1CCCC1CNC(=O)c1cc(Cl)cc(Cl)c1OCc1ccccc1. The rat oral LD50 is 2.85, given as -log10 of the dose in mol/kg body weight (higher means more acutely toxic).